The task is: Regression. Given two drug SMILES strings and cell line genomic features, predict the synergy score measuring deviation from expected non-interaction effect.. This data is from NCI-60 drug combinations with 297,098 pairs across 59 cell lines. Drug 1: C1=CC(=CC=C1CCC2=CNC3=C2C(=O)NC(=N3)N)C(=O)NC(CCC(=O)O)C(=O)O. Drug 2: CC1=C(C=C(C=C1)NC(=O)C2=CC=C(C=C2)CN3CCN(CC3)C)NC4=NC=CC(=N4)C5=CN=CC=C5. Cell line: HCT-15. Synergy scores: CSS=36.9, Synergy_ZIP=0.502, Synergy_Bliss=-3.17, Synergy_Loewe=-31.2, Synergy_HSA=-3.19.